This data is from Full USPTO retrosynthesis dataset with 1.9M reactions from patents (1976-2016). The task is: Predict the reactants needed to synthesize the given product. The reactants are: [CH3:1][O:2][CH2:3][O:4][C:5]1[CH:10]=[CH:9][CH:8]=[CH:7][C:6]=1[C:11](=O)[CH3:12].[CH:14]([C:16]1[CH:25]=[CH:24][CH:23]=[CH:22][C:17]=1[C:18]([O:20][CH3:21])=[O:19])=O.[C:26](#[N:30])[CH2:27][C:28]#[N:29].C([O-])(=O)C.[NH4+:35]. Given the product [NH2:29][C:28]1[C:27]([C:26]#[N:30])=[C:14]([C:16]2[CH:25]=[CH:24][CH:23]=[CH:22][C:17]=2[C:18]([O:20][CH3:21])=[O:19])[CH:12]=[C:11]([C:6]2[CH:7]=[CH:8][CH:9]=[CH:10][C:5]=2[O:4][CH2:3][O:2][CH3:1])[N:35]=1, predict the reactants needed to synthesize it.